This data is from TCR-epitope binding with 47,182 pairs between 192 epitopes and 23,139 TCRs. The task is: Binary Classification. Given a T-cell receptor sequence (or CDR3 region) and an epitope sequence, predict whether binding occurs between them. (1) The epitope is HPKVSSEVHI. The TCR CDR3 sequence is CASSPQPAGNLGYTF. Result: 0 (the TCR does not bind to the epitope). (2) The epitope is RLFRKSNLK. The TCR CDR3 sequence is CASSPEQGPLEAFF. Result: 0 (the TCR does not bind to the epitope).